This data is from Reaction yield outcomes from USPTO patents with 853,638 reactions. The task is: Predict the reaction yield, written as a fraction of the theoretical maximum amount of product (1.0 means a 100% yield; for example, 0.34 means a 34% yield). The reactants are [CH2:1]([C:3]1[N:13]([C:14]2[CH:19]=[CH:18][C:17]([CH2:20][CH2:21][N:22]=[N+]=[N-])=[CH:16][CH:15]=2)[C:6]2=[N:7][C:8]([CH3:12])=[CH:9][C:10]([CH3:11])=[C:5]2[N:4]=1)[CH3:2]. The catalyst is CO.[Pd]. The product is [CH2:1]([C:3]1[N:13]([C:14]2[CH:15]=[CH:16][C:17]([CH2:20][CH2:21][NH2:22])=[CH:18][CH:19]=2)[C:6]2=[N:7][C:8]([CH3:12])=[CH:9][C:10]([CH3:11])=[C:5]2[N:4]=1)[CH3:2]. The yield is 0.940.